The task is: Predict the reaction yield, written as a fraction of the theoretical maximum amount of product (1.0 means a 100% yield; for example, 0.34 means a 34% yield).. This data is from Reaction yield outcomes from USPTO patents with 853,638 reactions. (1) The reactants are [Br:1][C:2]1[CH:11]=[C:10]2[C:5]([CH2:6][CH2:7][C:8]([CH2:18][CH:19]3[CH2:24][CH2:23][N:22](C(OC(C)(C)C)=O)[CH2:21][CH2:20]3)(C(OCC)=O)[C:9]2=[O:12])=[CH:4][CH:3]=1.C(O)(=O)C.O.C1(C)C=CC=CC=1. The catalyst is Cl. The product is [Br:1][C:2]1[CH:11]=[C:10]2[C:5]([CH2:6][CH2:7][CH:8]([CH2:18][CH:19]3[CH2:24][CH2:23][NH:22][CH2:21][CH2:20]3)[C:9]2=[O:12])=[CH:4][CH:3]=1. The yield is 0.700. (2) The reactants are FC(F)(F)C(O)=O.[CH:8]([N:11]1[C:15]([C:16]2[N:25]=[C:24]3[N:18]([CH2:19][CH2:20][O:21][C:22]4[CH:29]=[C:28]([CH:30]5[CH2:35][CH2:34][NH:33][CH2:32][CH2:31]5)[CH:27]=[CH:26][C:23]=43)[CH:17]=2)=[N:14][CH:13]=[N:12]1)([CH3:10])[CH3:9].Cl([O-])(=O)(=O)=O.[Li+].CCN(C(C)C)C(C)C.[O:51]1[C:53]([CH3:55])([CH3:54])[CH2:52]1. The catalyst is C1COCC1.C(Cl)Cl.O. The product is [CH:8]([N:11]1[C:15]([C:16]2[N:25]=[C:24]3[C:23]4[CH:26]=[CH:27][C:28]([CH:30]5[CH2:35][CH2:34][N:33]([CH2:52][C:53]([CH3:55])([OH:51])[CH3:54])[CH2:32][CH2:31]5)=[CH:29][C:22]=4[O:21][CH2:20][CH2:19][N:18]3[CH:17]=2)=[N:14][CH:13]=[N:12]1)([CH3:10])[CH3:9]. The yield is 0.340. (3) The reactants are [F:1][CH:2]([F:10])[C:3]1[CH:8]=[CH:7][N+:6]([O-])=[CH:5][CH:4]=1.F[P-](F)(F)(F)(F)F.Br[P+](N1CCCC1)(N1CCCC1)N1CCCC1.C(N(CC)CC)C.[C:42]([NH2:46])([CH3:45])([CH3:44])[CH3:43]. The catalyst is ClCCCl.C(Cl)Cl. The product is [C:42]([NH:46][C:7]1[CH:8]=[C:3]([CH:2]([F:10])[F:1])[CH:4]=[CH:5][N:6]=1)([CH3:45])([CH3:44])[CH3:43]. The yield is 0.650. (4) The reactants are [N:1]([O-])=O.[Na+].[NH2:5][C:6]1[CH:7]=[C:8]([OH:13])[CH:9]=[CH:10][C:11]=1[Cl:12].[Sn](Cl)Cl. The catalyst is O.Cl.[OH-].[Na+]. The product is [ClH:12].[Cl:12][C:11]1[CH:10]=[CH:9][C:8]([OH:13])=[CH:7][C:6]=1[NH:5][NH2:1]. The yield is 0.270. (5) The reactants are [C:1]([C:5]1[CH:6]=[C:7]([CH:12]=[C:13]([CH2:15]O)[CH:14]=1)[C:8]([O:10][CH3:11])=[O:9])([CH3:4])([CH3:3])[CH3:2].C(Br)(Br)(Br)[Br:18].C1(P(C2C=CC=CC=2)C2C=CC=CC=2)C=CC=CC=1. The catalyst is ClCCl. The product is [Br:18][CH2:15][C:13]1[CH:12]=[C:7]([CH:6]=[C:5]([C:1]([CH3:4])([CH3:3])[CH3:2])[CH:14]=1)[C:8]([O:10][CH3:11])=[O:9]. The yield is 0.990.